Dataset: Reaction yield outcomes from USPTO patents with 853,638 reactions. Task: Predict the reaction yield, written as a fraction of the theoretical maximum amount of product (1.0 means a 100% yield; for example, 0.34 means a 34% yield). (1) The reactants are [Br:1][C:2]1[C:3]([OH:13])=[C:4]([C:10](=[O:12])[CH3:11])[C:5]([O:8][CH3:9])=[CH:6][CH:7]=1.[CH3:14][C:15]([Si:18](Cl)([CH3:20])[CH3:19])([CH3:17])[CH3:16]. The catalyst is C(N(CC)CC)C.ClCCl. The product is [Br:1][C:2]1[C:3]([O:13][Si:18]([C:15]([CH3:17])([CH3:16])[CH3:14])([CH3:20])[CH3:19])=[C:4]([C:10](=[O:12])[CH3:11])[C:5]([O:8][CH3:9])=[CH:6][CH:7]=1. The yield is 0.980. (2) The reactants are [Cl:1][S:2]([N:5]=[C:6]=[O:7])(=[O:4])=[O:3].[C:8]([OH:12])([CH3:11])([CH3:10])[CH3:9]. The catalyst is C1C=CC=CC=1. The product is [Cl:1][S:2]([NH:5][C:6](=[O:7])[O:12][C:8]([CH3:11])([CH3:10])[CH3:9])(=[O:4])=[O:3]. The yield is 0.650. (3) The reactants are [F:1][C:2]1[CH:7]=[CH:6][C:5]([CH:8]2[CH2:17][CH2:16][C:11]3(OCC[O:12]3)[CH2:10][CH2:9]2)=[CH:4][CH:3]=1. The catalyst is C1(C)C=CC=CC=1.C1COCC1.OS(O)(=O)=O.O. The product is [F:1][C:2]1[CH:3]=[CH:4][C:5]([CH:8]2[CH2:9][CH2:10][C:11](=[O:12])[CH2:16][CH2:17]2)=[CH:6][CH:7]=1. The yield is 0.860. (4) The reactants are [CH:1]1([C:9]2[CH:14]=[CH:13][C:12]([C:15](C)=[CH:16][CH2:17][OH:18])=[CH:11][CH:10]=2)[CH2:8][CH2:7][CH2:6][CH2:5][CH2:4][CH2:3][CH2:2]1.CN(C1C=CC2N=C3C(=CC(C=C3)=[N+](C)C)SC=2C=1)C.[C:40]1(=[O:46])[CH2:45][CH2:44][CH2:43][CH2:42][CH2:41]1.C1(C)C=CC(S(O)(=O)=O)=CC=1.[O:58]1[CH2:63]CCOO1. The catalyst is CC#N. The product is [CH:1]1([C:9]2[CH:10]=[CH:11][C:12]([CH:15]=[CH:16][CH:17]3[CH2:63][O:58][C:40]4([CH2:45][CH2:44][CH2:43][CH2:42][CH2:41]4)[O:46][O:18]3)=[CH:13][CH:14]=2)[CH2:2][CH2:3][CH2:4][CH2:5][CH2:6][CH2:7][CH2:8]1. The yield is 0.478. (5) The reactants are [CH2:1]([C:3]1[S:4][CH:5]=[C:6]([CH:8]([C:14]([CH3:16])=O)[C:9]([O:11]CC)=O)[N:7]=1)[CH3:2].[N:17]1[C:21]2[CH:22]=[CH:23][CH:24]=[CH:25][C:20]=2[NH:19][C:18]=1[CH2:26][C:27]#[N:28].C([O-])(=O)C.[NH4+]. No catalyst specified. The product is [CH2:1]([C:3]1[S:4][CH:5]=[C:6]([C:8]2[C:9](=[O:11])[N:17]3[C:18]([NH:19][C:20]4[CH:25]=[CH:24][CH:23]=[CH:22][C:21]=43)=[C:26]([C:27]#[N:28])[C:14]=2[CH3:16])[N:7]=1)[CH3:2]. The yield is 0.720. (6) The reactants are [Br:1][C:2]1[CH:24]=[CH:23][C:5]([O:6][CH2:7][CH2:8][CH2:9][N:10]2[CH2:15][CH2:14][N:13](C(OC(C)(C)C)=O)[CH2:12][CH2:11]2)=[CH:4][CH:3]=1.Cl.C(OCC)(=O)C. The catalyst is C(OCC)(=O)C. The product is [Br:1][C:2]1[CH:3]=[CH:4][C:5]([O:6][CH2:7][CH2:8][CH2:9][N:10]2[CH2:11][CH2:12][NH:13][CH2:14][CH2:15]2)=[CH:23][CH:24]=1. The yield is 1.00. (7) The reactants are [CH3:1][C:2]([CH3:15])([CH3:14])[CH2:3][O:4][C:5]1[CH:10]=[CH:9][C:8](B(O)O)=[CH:7][CH:6]=1.[Cl:16][C:17]1[N:22]=[C:21](Cl)[N:20]=[C:19]([O:24][CH3:25])[N:18]=1.C(=O)([O-])[O-].[Na+].[Na+].O. The catalyst is C1(C)C=CC=CC=1.C(OCC)(=O)C. The product is [Cl:16][C:17]1[N:22]=[C:21]([C:8]2[CH:9]=[CH:10][C:5]([O:4][CH2:3][C:2]([CH3:15])([CH3:14])[CH3:1])=[CH:6][CH:7]=2)[N:20]=[C:19]([O:24][CH3:25])[N:18]=1. The yield is 0.770. (8) The catalyst is O1CCCC1.CO. The yield is 0.930. The reactants are [ClH:1].[CH3:2][O:3][C:4](=[O:26])[C@@H:5]([NH2:25])[CH2:6][NH:7][C:8]([O:10][CH2:11][CH:12]1[C:24]2[CH:23]=[CH:22][CH:21]=[CH:20][C:19]=2[C:18]2[C:13]1=[CH:14][CH:15]=[CH:16][CH:17]=2)=[O:9].C([O-])(=O)C.[Na+].[C:32]1([C:40]2[CH:45]=[CH:44][CH:43]=[CH:42][CH:41]=2)[CH:37]=[CH:36][C:35]([CH:38]=O)=[CH:34][CH:33]=1.C([BH3-])#N.[Na+]. The product is [ClH:1].[CH3:2][O:3][C:4](=[O:26])[C@@H:5]([NH:25][CH2:38][C:35]1[CH:36]=[CH:37][C:32]([C:40]2[CH:41]=[CH:42][CH:43]=[CH:44][CH:45]=2)=[CH:33][CH:34]=1)[CH2:6][NH:7][C:8]([O:10][CH2:11][CH:12]1[C:13]2[CH:14]=[CH:15][CH:16]=[CH:17][C:18]=2[C:19]2[C:24]1=[CH:23][CH:22]=[CH:21][CH:20]=2)=[O:9]. (9) The reactants are [Br:1][C:2]1[CH:3]=[CH:4][C:5]([OH:15])=[C:6]([O:8][C:9](=[O:14])[C:10]([CH3:13])([CH3:12])[CH3:11])[CH:7]=1.[CH2:16]1[CH2:26]CN2C(=NCCC2)C[CH2:17]1.BrC(C)C.O. The catalyst is CN(C)C=O. The product is [Br:1][C:2]1[CH:3]=[CH:4][C:5]([O:15][CH:16]([CH3:26])[CH3:17])=[C:6]([O:8][C:9](=[O:14])[C:10]([CH3:11])([CH3:12])[CH3:13])[CH:7]=1. The yield is 0.600. (10) The reactants are [Br:1][C:2]1[C:3]([F:13])=[CH:4][C:5]([F:12])=[C:6]([S:8](Cl)(=[O:10])=[O:9])[CH:7]=1.[CH2:14]([CH2:16][NH2:17])[OH:15]. No catalyst specified. The product is [Br:1][C:2]1[C:3]([F:13])=[CH:4][C:5]([F:12])=[C:6]([S:8]([NH:17][CH2:16][CH2:14][OH:15])(=[O:10])=[O:9])[CH:7]=1. The yield is 1.00.